From a dataset of Catalyst prediction with 721,799 reactions and 888 catalyst types from USPTO. Predict which catalyst facilitates the given reaction. (1) Reactant: [Br:1][C:2]1[C:3]([CH2:30][N:31]2[CH2:36][CH2:35][O:34][CH2:33][CH2:32]2)=[CH:4][C:5]([O:20][CH2:21][C:22]2[CH:27]=[CH:26][C:25]([F:28])=[CH:24][C:23]=2[F:29])=[C:6]([CH:19]=1)[C:7]([O:9]CC1C=CC(F)=CC=1F)=[O:8].[OH-].[Li+].O.Cl. Product: [Br:1][C:2]1[C:3]([CH2:30][N:31]2[CH2:36][CH2:35][O:34][CH2:33][CH2:32]2)=[CH:4][C:5]([O:20][CH2:21][C:22]2[CH:27]=[CH:26][C:25]([F:28])=[CH:24][C:23]=2[F:29])=[C:6]([CH:19]=1)[C:7]([OH:9])=[O:8]. The catalyst class is: 7. (2) Reactant: [Br:1][C:2]1[C:7]([O:8][CH3:9])=[CH:6][C:5]2[O:10][CH2:11][C:12]3[C:16]([C:17](O)=[O:18])=[N:15][N:14]([C:20]4[CH:24]=[CH:23][S:22][CH:21]=4)[C:13]=3[C:4]=2[CH:3]=1.[C:25]([NH:29][CH3:30])([CH3:28])([CH3:27])[CH3:26].CN(C(ON1N=NC2C=CC=NC1=2)=[N+](C)C)C.F[P-](F)(F)(F)(F)F.C(N(C(C)C)CC)(C)C. Product: [C:25]([N:29]([CH3:30])[C:17]([C:16]1[C:12]2[CH2:11][O:10][C:5]3[CH:6]=[C:7]([O:8][CH3:9])[C:2]([Br:1])=[CH:3][C:4]=3[C:13]=2[N:14]([C:20]2[CH:24]=[CH:23][S:22][CH:21]=2)[N:15]=1)=[O:18])([CH3:28])([CH3:27])[CH3:26]. The catalyst class is: 2.